Dataset: Full USPTO retrosynthesis dataset with 1.9M reactions from patents (1976-2016). Task: Predict the reactants needed to synthesize the given product. (1) Given the product [Cl:1][C:2]1[CH:3]=[CH:4][C:5]([S:23][CH2:48][C:49]([NH:51][CH3:52])=[O:50])=[C:6]([NH:8][S:9]([C:12]2[CH:17]=[CH:16][C:15]([Cl:18])=[C:14]([C:19]([F:20])([F:22])[F:21])[CH:13]=2)(=[O:11])=[O:10])[CH:7]=1, predict the reactants needed to synthesize it. The reactants are: [Cl:1][C:2]1[CH:3]=[CH:4][C:5]([S:23][S:23][C:5]2[CH:4]=[CH:3][C:2]([Cl:1])=[CH:7][C:6]=2[NH:8][S:9]([C:12]2[CH:17]=[CH:16][C:15]([Cl:18])=[C:14]([C:19]([F:22])([F:21])[F:20])[CH:13]=2)(=[O:11])=[O:10])=[C:6]([NH:8][S:9]([C:12]2[CH:17]=[CH:16][C:15]([Cl:18])=[C:14]([C:19]([F:22])([F:21])[F:20])[CH:13]=2)(=[O:11])=[O:10])[CH:7]=1.Cl[CH2:48][C:49]([NH:51][CH3:52])=[O:50]. (2) Given the product [C:25]([C:6]1[CH:7]=[C:8]([C:12]2[O:16][N:15]=[C:14]([C:17]3[CH:22]=[CH:21][CH:20]=[CH:19][N:18]=3)[CH:13]=2)[CH:9]=[CH:10][CH:11]=1)#[N:26], predict the reactants needed to synthesize it. The reactants are: FC(F)(F)S([C:6]1[CH:7]=[C:8]([C:12]2[O:16][N:15]=[C:14]([C:17]3[CH:22]=[CH:21][CH:20]=[CH:19][N:18]=3)[CH:13]=2)[CH:9]=[CH:10][CH:11]=1)(=O)=O.[C-:25]#[N:26].[K+].C1C=CC(P(C2C=CC=CC=2)C2C=CC=CC=2)=CC=1.CCCCCC. (3) The reactants are: [OH:1][C:2]1[CH:25]=[CH:24][C:5]([O:6][C:7]2[CH:15]=[CH:14][C:13]3[C:9](=[CH:10][N:11]([C:16]4[CH:23]=[CH:22][C:19]([C:20]#[N:21])=[CH:18][CH:17]=4)[N:12]=3)[CH:8]=2)=[CH:4][CH:3]=1.[CH3:26][O:27][CH2:28][CH2:29][C:30]1(Br)[C:35](=[O:36])[NH:34][C:33](=[O:37])[NH:32][C:31]1=[O:38].C1CN2C(=NCCC2)NC1.C(#N)C. Given the product [CH:5]([O:6][CH:7]([CH3:15])[CH3:8])([CH3:24])[CH3:4].[CH3:26][O:27][CH2:28][CH2:29][C:30]1([O:1][C:2]2[CH:25]=[CH:24][C:5]([O:6][C:7]3[CH:15]=[CH:14][C:13]4[C:9](=[CH:10][N:11]([C:16]5[CH:23]=[CH:22][C:19]([C:20]#[N:21])=[CH:18][CH:17]=5)[N:12]=4)[CH:8]=3)=[CH:4][CH:3]=2)[C:31](=[O:38])[NH:32][C:33](=[O:37])[NH:34][C:35]1=[O:36], predict the reactants needed to synthesize it. (4) Given the product [OH:15][CH:14]([C:5]1[CH:10]=[CH:9][C:8]([CH:11]([CH3:13])[CH3:12])=[CH:7][CH:6]=1)[C:16]1[C:24]2[O:23][C:22]([CH3:25])([CH3:26])[CH2:21][C:20]=2[C:19]([CH3:27])=[C:18]([NH:28][C:29](=[O:35])[CH2:30][C:31]([CH3:34])([CH3:33])[CH3:32])[C:17]=1[CH3:36], predict the reactants needed to synthesize it. The reactants are: [Mg].II.Br[C:5]1[CH:10]=[CH:9][C:8]([CH:11]([CH3:13])[CH3:12])=[CH:7][CH:6]=1.[CH:14]([C:16]1[C:24]2[O:23][C:22]([CH3:26])([CH3:25])[CH2:21][C:20]=2[C:19]([CH3:27])=[C:18]([NH:28][C:29](=[O:35])[CH2:30][C:31]([CH3:34])([CH3:33])[CH3:32])[C:17]=1[CH3:36])=[O:15]. (5) Given the product [N:1]([CH2:4][CH2:5][CH2:6][O:7][C:32](=[O:33])[C:31]([S:30][C:28]([S:27][CH2:15][CH2:16][CH2:17][CH2:18][CH2:19][CH2:20][CH2:21][CH2:22][CH2:23][CH2:24][CH2:25][CH3:26])=[S:29])([CH3:36])[CH3:35])=[N+:2]=[N-:3], predict the reactants needed to synthesize it. The reactants are: [N:1]([CH2:4][CH2:5][CH2:6][OH:7])=[N+:2]=[N-:3].C(N(CC)CC)C.[CH2:15]([S:27][C:28]([S:30][C:31]([CH3:36])([CH3:35])[C:32](Cl)=[O:33])=[S:29])[CH2:16][CH2:17][CH2:18][CH2:19][CH2:20][CH2:21][CH2:22][CH2:23][CH2:24][CH2:25][CH3:26]. (6) The reactants are: [Br:1][C:2]1[CH:8]=[CH:7][C:5]([NH2:6])=[C:4]([N+:9]([O-:11])=[O:10])[CH:3]=1.C(O)(C(F)(F)F)=O.[BH-](OC(C)=O)(OC(C)=O)OC(C)=O.[Na+].[CH3:33][S:34][C:35]1[O:36][C:37]2[CH:43]=[C:42]([CH:44]=O)[CH:41]=[CH:40][C:38]=2[N:39]=1. Given the product [Br:1][C:2]1[CH:8]=[CH:7][C:5]([NH:6][CH2:44][C:42]2[CH:41]=[CH:40][C:38]3[N:39]=[C:35]([S:34][CH3:33])[O:36][C:37]=3[CH:43]=2)=[C:4]([N+:9]([O-:11])=[O:10])[CH:3]=1, predict the reactants needed to synthesize it. (7) The reactants are: [CH2:1]([N:3]([CH2:34][CH3:35])[CH2:4]/[CH:5]=[CH:6]\[C:7]1[CH:12]=[C:11]([F:13])[CH:10]=[CH:9][C:8]=1[S:14]([NH:17][C:18]1[C:27]([C:28]([O:30]C)=[O:29])=[C:26]2[C:21]([CH:22]3[CH2:32][CH:23]3[CH2:24][O:25]2)=[C:20]([F:33])[CH:19]=1)(=[O:16])=[O:15])[CH3:2].O.[OH-].[Li+].O1CCOCC1. Given the product [CH2:34]([N:3]([CH2:1][CH3:2])[CH2:4]/[CH:5]=[CH:6]\[C:7]1[CH:12]=[C:11]([F:13])[CH:10]=[CH:9][C:8]=1[S:14]([NH:17][C:18]1[C:27]([C:28]([OH:30])=[O:29])=[C:26]2[C:21]([CH:22]3[CH2:32][CH:23]3[CH2:24][O:25]2)=[C:20]([F:33])[CH:19]=1)(=[O:16])=[O:15])[CH3:35], predict the reactants needed to synthesize it.